Dataset: Catalyst prediction with 721,799 reactions and 888 catalyst types from USPTO. Task: Predict which catalyst facilitates the given reaction. (1) Reactant: [NH:1]1[CH2:4][CH2:3][CH2:2]1.[CH3:5][C:6]1([CH3:20])[C:10]([CH3:12])([CH3:11])[O:9][B:8]([C:13]2[CH:14]=[C:15]([CH:18]=O)[S:16][CH:17]=2)[O:7]1.C([BH3-])#N.[Na+].[N-]=C=O. Product: [CH3:5][C:6]1([CH3:20])[C:10]([CH3:11])([CH3:12])[O:9][B:8]([C:13]2[CH:14]=[C:15]([CH2:18][N:1]3[CH2:4][CH2:3][CH2:2]3)[S:16][CH:17]=2)[O:7]1. The catalyst class is: 1. (2) Reactant: [BH4-].[Na+].[CH:3]1([CH:6]([NH:10][CH:11]2[CH2:13][CH2:12]2)[C:7](O)=[O:8])[CH2:5][CH2:4]1.II.[H][H]. Product: [CH:3]1([CH:6]([NH:10][CH:11]2[CH2:13][CH2:12]2)[CH2:7][OH:8])[CH2:5][CH2:4]1. The catalyst class is: 1. (3) Reactant: [Br:1][C:2]1[CH:7]=[CH:6][CH:5]=[C:4]([N+:8]([O-:10])=[O:9])[C:3]=1[CH3:11].[N+:12]([O-])([OH:14])=[O:13].NC(N)=O. Product: [Br:1][C:2]1[CH:7]=[CH:6][C:5]([N+:12]([O-:14])=[O:13])=[C:4]([N+:8]([O-:10])=[O:9])[C:3]=1[CH3:11]. The catalyst class is: 65. (4) Reactant: [Br:1][C:2]1[CH:3]=[C:4]([CH:8]2[CH2:14][N:13]([C@@H](C3C=CC=CC=3)C)[CH2:12][CH2:11][CH2:10][O:9]2)[CH:5]=[CH:6][CH:7]=1.ClC(OC(Cl)C)=O.CO. Product: [Br:1][C:2]1[CH:3]=[C:4]([CH:8]2[CH2:14][NH:13][CH2:12][CH2:11][CH2:10][O:9]2)[CH:5]=[CH:6][CH:7]=1. The catalyst class is: 26. (5) Product: [CH2:29]([O:31][C:32](=[O:33])/[N:4]=[C:2](\[NH2:3])/[C:5]1[CH:22]=[CH:21][C:8]([CH2:9][NH:10][C:11](=[O:20])[C:12]2[CH:17]=[CH:16][C:15]([F:18])=[C:14]([CH3:19])[CH:13]=2)=[C:7]([O:23][CH2:24][C:25](=[O:28])[NH:26][CH3:27])[CH:6]=1)[CH3:30]. Reactant: Cl.[C:2]([C:5]1[CH:22]=[CH:21][C:8]([CH2:9][NH:10][C:11](=[O:20])[C:12]2[CH:17]=[CH:16][C:15]([F:18])=[C:14]([CH3:19])[CH:13]=2)=[C:7]([O:23][CH2:24][C:25](=[O:28])[NH:26][CH3:27])[CH:6]=1)(=[NH:4])[NH2:3].[CH2:29]([O:31][C:32](Cl)=[O:33])[CH3:30].C(N(CC)CC)C.O. The catalyst class is: 80. (6) Reactant: [H-].[Na+].[CH2:3]([O:5][C:6](=[O:10])[CH2:7][C:8]#[N:9])[CH3:4].Br[C:12]1[S:16][CH:15]=[C:14]([C:17]([N:19]2[CH:28]3[CH:23]([CH2:24][CH2:25][CH2:26][CH2:27]3)[CH2:22][CH2:21][CH2:20]2)=[O:18])[CH:13]=1. Product: [CH2:3]([O:5][C:6](=[O:10])[CH:7]([C:8]#[N:9])[C:12]1[S:16][CH:15]=[C:14]([C:17]([N:19]2[C@@H:28]3[C@@H:23]([CH2:24][CH2:25][CH2:26][CH2:27]3)[CH2:22][CH2:21][CH2:20]2)=[O:18])[CH:13]=1)[CH3:4]. The catalyst class is: 516.